From a dataset of HIV replication inhibition screening data with 41,000+ compounds from the AIDS Antiviral Screen. Binary Classification. Given a drug SMILES string, predict its activity (active/inactive) in a high-throughput screening assay against a specified biological target. The molecule is CN1CCC23c4c5ccc(O)c4OC2C(=NN=C2CCC4(O)C6Cc7ccc(O)c8c7C4(CCN6C)C2O8)CCC3(O)C1C5. The result is 0 (inactive).